Predict the product of the given reaction. From a dataset of Forward reaction prediction with 1.9M reactions from USPTO patents (1976-2016). The product is: [C:1]([N:5]1[C:9]([C:10]2[CH:15]=[CH:14][C:13]([Cl:16])=[CH:12][CH:11]=2)=[CH:8][C:7]([CH2:17][CH2:18][CH2:19][N:32]2[CH2:31][CH2:30][N:29]([CH:28]([C:35]3[CH:40]=[CH:39][C:38]([F:41])=[CH:37][CH:36]=3)[C:25]3[CH:24]=[CH:23][C:22]([F:21])=[CH:27][CH:26]=3)[CH2:34][CH2:33]2)=[N:6]1)([CH3:4])([CH3:3])[CH3:2]. Given the reactants [C:1]([N:5]1[C:9]([C:10]2[CH:15]=[CH:14][C:13]([Cl:16])=[CH:12][CH:11]=2)=[CH:8][C:7]([CH2:17][CH2:18][CH:19]=O)=[N:6]1)([CH3:4])([CH3:3])[CH3:2].[F:21][C:22]1[CH:27]=[CH:26][C:25]([CH:28]([C:35]2[CH:40]=[CH:39][C:38]([F:41])=[CH:37][CH:36]=2)[N:29]2[CH2:34][CH2:33][NH:32][CH2:31][CH2:30]2)=[CH:24][CH:23]=1.CCN(C(C)C)C(C)C.[BH-](OC(C)=O)(OC(C)=O)OC(C)=O.[Na+], predict the reaction product.